From a dataset of Catalyst prediction with 721,799 reactions and 888 catalyst types from USPTO. Predict which catalyst facilitates the given reaction. (1) Reactant: [CH3:1][C:2]1[N:11]([C:12]2[CH:17]=[CH:16][CH:15]=[C:14]([N+:18]([O-:20])=[O:19])[CH:13]=2)[C:10](=[O:21])[C:9]2[C:4](=[CH:5][CH:6]=[CH:7][CH:8]=2)[N:3]=1.[OH:22][C:23]1[CH:30]=[CH:29][C:26]([CH:27]=O)=[CH:25][CH:24]=1.C([O-])(=O)C.[Na+]. Product: [OH:22][C:23]1[CH:30]=[CH:29][C:26]([CH:27]=[CH:1][C:2]2[N:11]([C:12]3[CH:17]=[CH:16][CH:15]=[C:14]([N+:18]([O-:20])=[O:19])[CH:13]=3)[C:10](=[O:21])[C:9]3[C:4](=[CH:5][CH:6]=[CH:7][CH:8]=3)[N:3]=2)=[CH:25][CH:24]=1. The catalyst class is: 15. (2) Reactant: [CH2:1]([O:19]C1C=CC(CCO)=CC=1)[CH2:2][CH2:3][CH2:4][CH2:5][CH2:6][CH2:7][CH2:8][CH2:9][CH2:10][CH2:11][CH2:12][CH2:13][CH2:14][CH2:15][CH2:16][CH2:17][CH3:18].CO[C:31](=[O:77])[CH2:32][C:33]1[CH2:34][C:35]([O:58][CH2:59][CH2:60][CH2:61][CH2:62][CH2:63][CH2:64][CH2:65][CH2:66][CH2:67][CH2:68][CH2:69][CH2:70][CH2:71][CH2:72][CH2:73][CH2:74][CH2:75][CH3:76])(OCCCCCCCCCCCCCCCCCC)[CH:36]=[CH:37][CH:38]=1.[H-].[H-].[H-].[H-].[Li+].[Al+3]. Product: [CH2:59]([O:58][C:35]1[CH:34]=[C:33]([CH2:32][CH2:31][OH:77])[CH:38]=[C:37]([O:19][CH2:1][CH2:2][CH2:3][CH2:4][CH2:5][CH2:6][CH2:7][CH2:8][CH2:9][CH2:10][CH2:11][CH2:12][CH2:13][CH2:14][CH2:15][CH2:16][CH2:17][CH3:18])[CH:36]=1)[CH2:60][CH2:61][CH2:62][CH2:63][CH2:64][CH2:65][CH2:66][CH2:67][CH2:68][CH2:69][CH2:70][CH2:71][CH2:72][CH2:73][CH2:74][CH2:75][CH3:76]. The catalyst class is: 1.